Dataset: Catalyst prediction with 721,799 reactions and 888 catalyst types from USPTO. Task: Predict which catalyst facilitates the given reaction. (1) Reactant: [CH3:13][C:12]([O:11][C:9](O[C:9]([O:11][C:12]([CH3:15])([CH3:14])[CH3:13])=[O:10])=[O:10])([CH3:15])[CH3:14].Cl.Cl.Cl.[CH3:19][C@H:20]1[C:28]2[C:27]([N:29]3[C:42]4[C:37](=[C:38]([CH2:43][NH2:44])[CH:39]=[CH:40][CH:41]=4)[C:31]4([CH2:36][CH2:35][NH:34][CH2:33][CH2:32]4)[CH2:30]3)=[N:26][CH:25]=[N:24][C:23]=2[CH2:22][CH2:21]1.CCN(CC)CC. Product: [NH2:44][CH2:43][C:38]1[CH:39]=[CH:40][CH:41]=[C:42]2[N:29]([C:27]3[C:28]4[C@H:20]([CH3:19])[CH2:21][CH2:22][C:23]=4[N:24]=[CH:25][N:26]=3)[CH2:30][C:31]3([CH2:36][CH2:35][N:34]([C:9]([O:11][C:12]([CH3:13])([CH3:14])[CH3:15])=[O:10])[CH2:33][CH2:32]3)[C:37]=12. The catalyst class is: 2. (2) Reactant: Cl.[NH2:2][CH:3]([C:9](=[O:17])[C:10]1[CH:15]=[CH:14][CH:13]=[CH:12][C:11]=1[CH3:16])[C:4]([O:6][CH2:7][CH3:8])=[O:5].C(N(CC)CC)C.[F:25][C:26]1[CH:34]=[CH:33][C:29]([C:30](Cl)=[O:31])=[C:28]([C:35]([F:38])([F:37])[F:36])[CH:27]=1.Cl. Product: [F:25][C:26]1[CH:34]=[CH:33][C:29]([C:30]([NH:2][CH:3]([C:9](=[O:17])[C:10]2[CH:15]=[CH:14][CH:13]=[CH:12][C:11]=2[CH3:16])[C:4]([O:6][CH2:7][CH3:8])=[O:5])=[O:31])=[C:28]([C:35]([F:36])([F:37])[F:38])[CH:27]=1. The catalyst class is: 2. (3) Reactant: CCN(C(C)C)C(C)C.[NH2:10][C@H:11]([C:22]([N:24]1[CH2:31][CH2:30][CH2:29][C@H:25]1[C:26]([OH:28])=[O:27])=[O:23])[CH2:12][C:13]1[C:21]2[C:16](=[CH:17][CH:18]=[CH:19][CH:20]=2)[NH:15][CH:14]=1.[NH:32]([C:44]([O:46][CH2:47][C:48]1[CH:53]=[CH:52][CH:51]=[CH:50][CH:49]=1)=[O:45])[C@H:33]([C:41](O)=[O:42])[CH2:34][CH2:35][CH2:36][NH:37][C:38](=[NH:40])[NH2:39].Cl.N1C=CC=CC=1.C(Cl)(=O)C(C)(C)C. Product: [NH:32]([C:44]([O:46][CH2:47][C:48]1[CH:49]=[CH:50][CH:51]=[CH:52][CH:53]=1)=[O:45])[C@H:33]([C:41]([NH:10][C@H:11]([C:22]([N:24]1[CH2:31][CH2:30][CH2:29][C@H:25]1[C:26]([OH:28])=[O:27])=[O:23])[CH2:12][C:13]1[C:21]2[C:16](=[CH:17][CH:18]=[CH:19][CH:20]=2)[NH:15][CH:14]=1)=[O:42])[CH2:34][CH2:35][CH2:36][NH:37][C:38](=[NH:39])[NH2:40]. The catalyst class is: 44. (4) Reactant: [F:1][C:2]1[CH:23]=[CH:22][C:5]([CH2:6][N:7]2[CH2:11][CH2:10][N:9]([C:12]3[CH:13]=[C:14]([CH:18]=[CH:19][N:20]=3)[C:15](O)=[O:16])[C:8]2=[O:21])=[CH:4][CH:3]=1.C(N(C(C)C)CC)(C)C.O.ON1C2C=CC=CC=2N=N1.Cl.CN(C)CCCN=C=NCC.[O:56]1[CH:60]=[C:59]([CH2:61][NH2:62])[N:58]=[CH:57]1. Product: [F:1][C:2]1[CH:23]=[CH:22][C:5]([CH2:6][N:7]2[CH2:11][CH2:10][N:9]([C:12]3[CH:13]=[C:14]([CH:18]=[CH:19][N:20]=3)[C:15]([NH:62][CH2:61][C:59]3[N:58]=[CH:57][O:56][CH:60]=3)=[O:16])[C:8]2=[O:21])=[CH:4][CH:3]=1. The catalyst class is: 9. (5) Reactant: [Cl:1][C:2]1[C:6]([Cl:7])=[C:5]([CH3:8])[NH:4][C:3]=1[C:9]([NH:11][C:12]1[CH:17]=[CH:16][C:15]([C:18]#[CH:19])=[CH:14][CH:13]=1)=[O:10].[N:20]([C:23]1[CH:31]=[CH:30][C:26]([C:27]([OH:29])=[O:28])=[CH:25][CH:24]=1)=[N+:21]=[N-:22]. Product: [Cl:1][C:2]1[C:6]([Cl:7])=[C:5]([CH3:8])[NH:4][C:3]=1[C:9]([NH:11][C:12]1[CH:17]=[CH:16][C:15]([C:18]2[N:22]=[N:21][N:20]([C:23]3[CH:24]=[CH:25][C:26]([C:27]([OH:29])=[O:28])=[CH:30][CH:31]=3)[CH:19]=2)=[CH:14][CH:13]=1)=[O:10]. The catalyst class is: 225. (6) Reactant: [NH2:1][C:2]1[CH:31]=[CH:30][C:5]([CH:6]=[C:7]2[CH2:12][CH2:11][N:10]([CH2:13][C:14]3[CH:19]=[CH:18][C:17]([C:20]([OH:29])([C:25]([F:28])([F:27])[F:26])[C:21]([F:24])([F:23])[F:22])=[CH:16][CH:15]=3)[CH2:9][CH2:8]2)=[CH:4][C:3]=1[F:32].B#B.[O:35]1CCCC1.[OH-].[Na+].OO.[Cl-].[NH4+]. Product: [NH2:1][C:2]1[CH:31]=[CH:30][C:5]([CH:6]([OH:35])[CH:7]2[CH2:12][CH2:11][N:10]([CH2:13][C:14]3[CH:15]=[CH:16][C:17]([C:20]([OH:29])([C:21]([F:22])([F:23])[F:24])[C:25]([F:28])([F:26])[F:27])=[CH:18][CH:19]=3)[CH2:9][CH2:8]2)=[CH:4][C:3]=1[F:32]. The catalyst class is: 97. (7) Reactant: C[Si](C)(C)N[Si](C)(C)C.[Li]CCCC.[Br:15][C:16]1[CH:21]=[CH:20][C:19]([C:22](=[O:26])[CH2:23][CH2:24][CH3:25])=[CH:18][CH:17]=1.[F:27][C:28]([F:37])([F:36])[C:29](N1C=CN=C1)=[O:30]. Product: [Br:15][C:16]1[CH:17]=[CH:18][C:19]([C:22](=[O:26])[CH:23]([CH2:24][CH3:25])[C:29](=[O:30])[C:28]([F:27])([F:36])[F:37])=[CH:20][CH:21]=1. The catalyst class is: 1. (8) Reactant: [F-].C([N+](CCCC)(CCCC)CCCC)CCC.[Si]([O:26][CH2:27][CH:28]1[CH2:33][CH2:32][C:31]([C:36]([N:38]2[CH2:42][CH2:41][C@@:40]([S:59]([C:62]3[CH:67]=[CH:66][C:65]([F:68])=[C:64]([CH3:69])[CH:63]=3)(=[O:61])=[O:60])([C:43]3[CH:48]=[CH:47][C:46]([C:49]([F:58])([C:54]([F:57])([F:56])[F:55])[C:50]([F:53])([F:52])[F:51])=[CH:45][CH:44]=3)[CH2:39]2)=[O:37])([O:34][CH3:35])[CH2:30][CH2:29]1)(C(C)(C)C)(C)C. Product: [F:68][C:65]1[CH:66]=[CH:67][C:62]([S:59]([C@@:40]2([C:43]3[CH:48]=[CH:47][C:46]([C:49]([F:58])([C:54]([F:55])([F:56])[F:57])[C:50]([F:51])([F:52])[F:53])=[CH:45][CH:44]=3)[CH2:41][CH2:42][N:38]([C:36]([C:31]3([O:34][CH3:35])[CH2:30][CH2:29][CH:28]([CH2:27][OH:26])[CH2:33][CH2:32]3)=[O:37])[CH2:39]2)(=[O:60])=[O:61])=[CH:63][C:64]=1[CH3:69]. The catalyst class is: 7. (9) Reactant: [C:1]([O:5][C:6](=[O:32])[NH:7][CH2:8][CH2:9][CH2:10][CH2:11][NH:12][C:13]1[C:22]2[C:17](=[CH:18][C:19]([O:23][CH2:24][C:25]3[CH:30]=[CH:29][CH:28]=[CH:27][CH:26]=3)=[CH:20][CH:21]=2)[N:16]=[CH:15][C:14]=1[NH2:31])([CH3:4])([CH3:3])[CH3:2].[CH2:33]([O:35][CH2:36][C:37](Cl)=O)[CH3:34].C(N(CC)CC)C. Product: [C:1]([O:5][C:6](=[O:32])[NH:7][CH2:8][CH2:9][CH2:10][CH2:11][N:12]1[C:13]2[C:22]3[CH:21]=[CH:20][C:19]([O:23][CH2:24][C:25]4[CH:26]=[CH:27][CH:28]=[CH:29][CH:30]=4)=[CH:18][C:17]=3[N:16]=[CH:15][C:14]=2[N:31]=[C:34]1[CH2:33][O:35][CH2:36][CH3:37])([CH3:4])([CH3:2])[CH3:3]. The catalyst class is: 429.